From a dataset of Catalyst prediction with 721,799 reactions and 888 catalyst types from USPTO. Predict which catalyst facilitates the given reaction. Reactant: [Cl:1][C:2]1[C:7]2[C:8](=[O:11])[NH:9][CH2:10][C:6]=2[C:5]([F:12])=[C:4]([F:13])[N:3]=1.CCN(CC)CC.[C:21](O[C:21]([O:23][C:24]([CH3:27])([CH3:26])[CH3:25])=[O:22])([O:23][C:24]([CH3:27])([CH3:26])[CH3:25])=[O:22]. Product: [Cl:1][C:2]1[C:7]2[C:8](=[O:11])[N:9]([C:21]([O:23][C:24]([CH3:27])([CH3:26])[CH3:25])=[O:22])[CH2:10][C:6]=2[C:5]([F:12])=[C:4]([F:13])[N:3]=1. The catalyst class is: 79.